Dataset: NCI-60 drug combinations with 297,098 pairs across 59 cell lines. Task: Regression. Given two drug SMILES strings and cell line genomic features, predict the synergy score measuring deviation from expected non-interaction effect. (1) Drug 1: C(=O)(N)NO. Drug 2: CN(CCCl)CCCl.Cl. Cell line: SNB-75. Synergy scores: CSS=8.76, Synergy_ZIP=-4.39, Synergy_Bliss=-4.71, Synergy_Loewe=-3.32, Synergy_HSA=-1.50. (2) Drug 1: CC1=CC=C(C=C1)C2=CC(=NN2C3=CC=C(C=C3)S(=O)(=O)N)C(F)(F)F. Drug 2: CC(C)NC(=O)C1=CC=C(C=C1)CNNC.Cl. Cell line: HOP-92. Synergy scores: CSS=-0.435, Synergy_ZIP=1.06, Synergy_Bliss=1.60, Synergy_Loewe=-1.55, Synergy_HSA=-1.06. (3) Drug 1: CC1=C(C=C(C=C1)C(=O)NC2=CC(=CC(=C2)C(F)(F)F)N3C=C(N=C3)C)NC4=NC=CC(=N4)C5=CN=CC=C5. Drug 2: CN(CCCl)CCCl.Cl. Cell line: NCI/ADR-RES. Synergy scores: CSS=13.7, Synergy_ZIP=-5.17, Synergy_Bliss=-6.12, Synergy_Loewe=-3.10, Synergy_HSA=-3.07. (4) Drug 1: CC1=C2C(C(=O)C3(C(CC4C(C3C(C(C2(C)C)(CC1OC(=O)C(C(C5=CC=CC=C5)NC(=O)OC(C)(C)C)O)O)OC(=O)C6=CC=CC=C6)(CO4)OC(=O)C)OC)C)OC. Drug 2: C1=NC2=C(N1)C(=S)N=CN2. Cell line: U251. Synergy scores: CSS=32.4, Synergy_ZIP=-9.39, Synergy_Bliss=-12.3, Synergy_Loewe=-15.5, Synergy_HSA=-7.46. (5) Drug 1: CN1C(=O)N2C=NC(=C2N=N1)C(=O)N. Drug 2: CN(CCCl)CCCl.Cl. Cell line: OVCAR-4. Synergy scores: CSS=1.77, Synergy_ZIP=-1.13, Synergy_Bliss=0.712, Synergy_Loewe=-0.337, Synergy_HSA=0.0634.